Dataset: Forward reaction prediction with 1.9M reactions from USPTO patents (1976-2016). Task: Predict the product of the given reaction. Given the reactants [CH3:1][O:2][C:3]([C:5]1[N:6]=[C:7]([NH:10][C:11](=[O:38])[C@@H:12]([N:23]2[C:27](=[O:28])[C@@H:26]([C:29]3[CH:34]=[CH:33][C:32]([O:35][CH3:36])=[CH:31][CH:30]=3)[NH:25][C:24]2=[O:37])[CH2:13][C:14]2[CH:19]=[CH:18][C:17]([N+:20]([O-])=O)=[CH:16][CH:15]=2)[S:8][CH:9]=1)=[O:4].[Cl-].[NH4+], predict the reaction product. The product is: [CH3:1][O:2][C:3]([C:5]1[N:6]=[C:7]([NH:10][C:11](=[O:38])[C@@H:12]([N:23]2[C:27](=[O:28])[C@@H:26]([C:29]3[CH:30]=[CH:31][C:32]([O:35][CH3:36])=[CH:33][CH:34]=3)[NH:25][C:24]2=[O:37])[CH2:13][C:14]2[CH:15]=[CH:16][C:17]([NH2:20])=[CH:18][CH:19]=2)[S:8][CH:9]=1)=[O:4].